Dataset: NCI-60 drug combinations with 297,098 pairs across 59 cell lines. Task: Regression. Given two drug SMILES strings and cell line genomic features, predict the synergy score measuring deviation from expected non-interaction effect. (1) Drug 1: CC1=C2C(C(=O)C3(C(CC4C(C3C(C(C2(C)C)(CC1OC(=O)C(C(C5=CC=CC=C5)NC(=O)OC(C)(C)C)O)O)OC(=O)C6=CC=CC=C6)(CO4)OC(=O)C)O)C)O. Drug 2: C(CN)CNCCSP(=O)(O)O. Cell line: DU-145. Synergy scores: CSS=2.05, Synergy_ZIP=2.82, Synergy_Bliss=2.51, Synergy_Loewe=4.83, Synergy_HSA=-1.63. (2) Drug 1: C1=NC2=C(N=C(N=C2N1C3C(C(C(O3)CO)O)O)F)N. Drug 2: CCC1(C2=C(COC1=O)C(=O)N3CC4=CC5=C(C=CC(=C5CN(C)C)O)N=C4C3=C2)O.Cl. Cell line: SN12C. Synergy scores: CSS=28.4, Synergy_ZIP=-1.70, Synergy_Bliss=-2.90, Synergy_Loewe=-25.4, Synergy_HSA=-3.56. (3) Drug 1: CN1C(=O)N2C=NC(=C2N=N1)C(=O)N. Drug 2: COCCOC1=C(C=C2C(=C1)C(=NC=N2)NC3=CC=CC(=C3)C#C)OCCOC.Cl. Cell line: NCI/ADR-RES. Synergy scores: CSS=2.20, Synergy_ZIP=-1.15, Synergy_Bliss=-1.57, Synergy_Loewe=-5.43, Synergy_HSA=-3.36.